This data is from Full USPTO retrosynthesis dataset with 1.9M reactions from patents (1976-2016). The task is: Predict the reactants needed to synthesize the given product. (1) The reactants are: [CH3:1][O:2][C:3](=[O:15])[C:4]1[CH:9]=[CH:8][C:7]([CH2:10]Br)=[C:6]([N+:12]([O-:14])=[O:13])[CH:5]=1.C1(P(C2C=CC=CC=2)C2C=CC=CC=2)C=CC=CC=1.[C:35]([O:39][C:40](=[O:53])[CH2:41][CH2:42][C:43]1[CH:48]=[C:47]([Cl:49])[C:46]([CH:50]=O)=[C:45]([Cl:52])[CH:44]=1)([CH3:38])([CH3:37])[CH3:36].C(=O)([O-])[O-].[K+].[K+]. Given the product [CH3:1][O:2][C:3](=[O:15])[C:4]1[CH:9]=[CH:8][C:7](/[CH:10]=[CH:50]/[C:46]2[C:45]([Cl:52])=[CH:44][C:43]([CH2:42][CH2:41][C:40]([O:39][C:35]([CH3:37])([CH3:36])[CH3:38])=[O:53])=[CH:48][C:47]=2[Cl:49])=[C:6]([N+:12]([O-:14])=[O:13])[CH:5]=1, predict the reactants needed to synthesize it. (2) Given the product [C:45]1([C:51]2[C:19]3[C:10](=[CH:11][C:12]4[C:17]([CH:18]=3)=[CH:16][CH:15]=[CH:14][CH:13]=4)[C:9]([C:20]#[C:21][C:39]3[CH:40]=[CH:41][CH:42]=[CH:43][CH:44]=3)=[C:8]3[C:52]=2[CH:4]=[CH:5][CH:6]=[CH:7]3)[CH:50]=[CH:49][CH:48]=[CH:47][CH:46]=1, predict the reactants needed to synthesize it. The reactants are: BrC1[C:19]2[C:10](=[CH:11][C:12]3[C:17]([CH:18]=2)=[CH:16][CH:15]=[CH:14][CH:13]=3)[C:9]([C:20]2C=CC=C[CH:21]=2)=[C:8]2C=1[CH:4]=[CH:5][CH:6]=[CH:7]2.[C:39]1(P([C:39]2[CH:44]=[CH:43][CH:42]=[CH:41][CH:40]=2)[C:39]2[CH:44]=[CH:43][CH:42]=[CH:41][CH:40]=2)[CH:44]=[CH:43][CH:42]=[CH:41][CH:40]=1.[C:45]1([C:51]#[CH:52])[CH:50]=[CH:49][CH:48]=[CH:47][CH:46]=1.[Al]. (3) Given the product [C:10]([C:6]1[CH:5]=[CH:4][C:3]([CH:7]=[O:8])=[CH:2][N:1]=1)([CH3:12])([CH3:11])[CH3:9], predict the reactants needed to synthesize it. The reactants are: [N:1]1[CH:6]=[CH:5][CH:4]=[C:3]([CH2:7][OH:8])[CH:2]=1.[C:9](O)(=O)[C:10](C)([CH3:12])[CH3:11].S(OOS([O-])(=O)=O)([O-])(=O)=O.[NH4+].[NH4+].[NH4+].[OH-]. (4) Given the product [CH3:31][C:2]([CH3:30])([CH3:1])[CH2:3][C:4]1[N:5]=[C:6]([C:15](=[O:29])[CH2:16][C:17]2[CH:22]=[CH:21][C:20]([C:33]3[CH:38]=[CH:37][C:36]([F:39])=[CH:35][N:34]=3)=[CH:19][C:18]=2[F:27])[N:7]([S:9]([N:12]([CH3:14])[CH3:13])(=[O:11])=[O:10])[CH:8]=1, predict the reactants needed to synthesize it. The reactants are: [CH3:1][C:2]([CH3:31])([CH3:30])[CH2:3][C:4]1[N:5]=[C:6]([C:15]([OH:29])(C)[CH2:16][C:17]2[CH:22]=[CH:21][C:20]([Sn](C)(C)C)=[CH:19][C:18]=2[F:27])[N:7]([S:9]([N:12]([CH3:14])[CH3:13])(=[O:11])=[O:10])[CH:8]=1.Br[C:33]1[CH:38]=[CH:37][C:36]([F:39])=[CH:35][N:34]=1. (5) Given the product [CH3:24][C:14]1[CH:19]=[CH:18][C:17]([S:20]([O:6][CH2:5][CH:3]2[CH2:4][O:1][CH2:2]2)(=[O:22])=[O:21])=[CH:16][CH:15]=1, predict the reactants needed to synthesize it. The reactants are: [O:1]1[CH2:4][CH:3]([CH2:5][OH:6])[CH2:2]1.C(N(CC)CC)C.[C:14]1([CH3:24])[CH:19]=[CH:18][C:17]([S:20](Cl)(=[O:22])=[O:21])=[CH:16][CH:15]=1.Cl. (6) Given the product [C:23]([O:22][C:20]1[CH:19]=[CH:18][CH:17]=[C:16]([CH2:15][CH2:14][CH2:13][CH2:12][CH2:11][CH2:10][CH2:9][CH2:8][CH2:7][CH2:6][CH2:5][CH2:4][CH2:3][CH2:2][CH3:1])[CH:21]=1)(=[O:25])[CH3:24], predict the reactants needed to synthesize it. The reactants are: [CH2:1]=[CH:2][CH2:3]/[CH:4]=[CH:5]\[CH2:6]/[CH:7]=[CH:8]\[CH2:9][CH2:10][CH2:11][CH2:12][CH2:13][CH2:14][CH2:15][C:16]1[CH:21]=[C:20]([OH:22])[CH:19]=[CH:18][CH:17]=1.[C:23](OC(=O)C)(=[O:25])[CH3:24]. (7) Given the product [CH3:14][N:15]([CH3:19])[CH2:16][CH2:17][NH:18][C:4]([C:3]1[CH:7]=[CH:8][C:9]([C:20]([O:21][CH3:25])=[O:23])=[CH:10][CH:2]=1)=[O:5], predict the reactants needed to synthesize it. The reactants are: C[C:2]1[CH:10]=[C:9](C(Cl)=O)[CH:8]=[CH:7][C:3]=1[C:4](Cl)=[O:5].[CH3:14][N:15]([CH3:19])[CH2:16][CH2:17][NH2:18].[C:20](=[O:23])([O-])[OH:21].[Na+].[CH2:25](Cl)Cl.